This data is from Reaction yield outcomes from USPTO patents with 853,638 reactions. The task is: Predict the reaction yield, written as a fraction of the theoretical maximum amount of product (1.0 means a 100% yield; for example, 0.34 means a 34% yield). (1) The reactants are C([Li])CCC.[CH3:6][O:7][C:8]1[C:20]2[CH:19]=[CH:18][O:17][C:16]=2[C:15]([O:21][CH3:22])=[C:14]2[C:9]=1[CH:10]=[CH:11][CH:12]=[CH:13]2.CN(C)C=[O:26].Cl. The catalyst is O1CCCC1. The product is [O:26]=[C:18]1[O:17][C:16]2[C:15]([O:21][CH3:22])=[C:14]3[C:9](=[C:8]([O:7][CH3:6])[C:20]=2[CH2:19]1)[CH:10]=[CH:11][CH:12]=[CH:13]3. The yield is 0.760. (2) The reactants are [CH3:1][C:2](=[CH:21][C:22]1[CH:27]=[CH:26][CH:25]=[CH:24][CH:23]=1)[C:3]([NH:5][C@H:6]([C:17]([O:19]C)=[O:18])[CH2:7][C:8]1[C:16]2[C:11](=[CH:12][CH:13]=[CH:14][CH:15]=2)[NH:10][CH:9]=1)=[O:4].[OH-].[Na+]. The catalyst is CO. The product is [CH3:1][C:2](=[CH:21][C:22]1[CH:27]=[CH:26][CH:25]=[CH:24][CH:23]=1)[C:3]([NH:5][C@H:6]([C:17]([OH:19])=[O:18])[CH2:7][C:8]1[C:16]2[C:11](=[CH:12][CH:13]=[CH:14][CH:15]=2)[NH:10][CH:9]=1)=[O:4]. The yield is 0.890. (3) The yield is 0.900. No catalyst specified. The reactants are [CH3:1][C:2]1[CH:7]=[CH:6][C:5]([C:8]2[C:13]3[CH2:14][CH:15]([CH2:17][NH2:18])[O:16][C:12]=3[CH:11]=[CH:10][CH:9]=2)=[CH:4][CH:3]=1.C(N(C(C)C)CC)(C)C.Cl[C:29]([O:31][CH2:32][C:33]1[CH:38]=[CH:37][CH:36]=[CH:35][CH:34]=1)=[O:30].C1(C2C3OC(CNC(=O)OCC4C=CC=CC=4)CC=3C=CC=2)CCCC1. The product is [CH2:32]([O:31][C:29](=[O:30])[NH:18][CH2:17][CH:15]1[CH2:14][C:13]2[C:8]([C:5]3[CH:4]=[CH:3][C:2]([CH3:1])=[CH:7][CH:6]=3)=[CH:9][CH:10]=[CH:11][C:12]=2[O:16]1)[C:33]1[CH:38]=[CH:37][CH:36]=[CH:35][CH:34]=1. (4) The reactants are [SH:1][C:2]1[CH:9]=[CH:8][CH:7]=[CH:6][C:3]=1[CH2:4][OH:5].Cl[C:11]1[CH:20]=[CH:19][C:18]2[C:13](=[CH:14][CH:15]=[C:16]([Cl:21])[CH:17]=2)[N:12]=1.C(=O)([O-])[O-].[K+].[K+].O. The catalyst is CN(C)C=O. The product is [Cl:21][C:16]1[CH:17]=[C:18]2[C:13](=[CH:14][CH:15]=1)[N:12]=[C:11]([S:1][C:2]1[CH:9]=[CH:8][CH:7]=[CH:6][C:3]=1[CH2:4][OH:5])[CH:20]=[CH:19]2. The yield is 0.0900. (5) The reactants are [CH:1]1([C:4]2[C:5]([N:13]3[CH2:18][CH2:17][N:16]([C:19]([O:21][C:22]([CH3:25])([CH3:24])[CH3:23])=[O:20])[CH2:15][CH2:14]3)=[C:6]3[CH:12]=[N:11][NH:10][C:7]3=[N:8][CH:9]=2)[CH2:3][CH2:2]1.[OH-].[K+].[I:28]I. The catalyst is CN(C=O)C.CCOC(C)=O. The product is [CH:1]1([C:4]2[C:5]([N:13]3[CH2:18][CH2:17][N:16]([C:19]([O:21][C:22]([CH3:25])([CH3:24])[CH3:23])=[O:20])[CH2:15][CH2:14]3)=[C:6]3[C:12]([I:28])=[N:11][NH:10][C:7]3=[N:8][CH:9]=2)[CH2:2][CH2:3]1. The yield is 1.02. (6) The reactants are [Cl:1][C:2]1[CH:3]=[CH:4][C:5]2[N:6]([C:8]([CH2:11][OH:12])=[CH:9][N:10]=2)[N:7]=1.[O:13]1[CH2:18][CH2:17][N:16]([CH2:19][CH2:20][CH2:21][NH2:22])[CH2:15][CH2:14]1.Cl. The catalyst is CCOCC. The product is [ClH:1].[O:13]1[CH2:18][CH2:17][N:16]([CH2:19][CH2:20][CH2:21][NH:22][C:2]2[CH:3]=[CH:4][C:5]3[N:6]([C:8]([CH2:11][OH:12])=[CH:9][N:10]=3)[N:7]=2)[CH2:15][CH2:14]1. The yield is 0.650. (7) The reactants are [NH2:1][C@H:2]([C:4]1[N:8]2[CH:9]=[CH:10][N:11]=[C:12]([CH3:13])[C:7]2=[C:6]([C:14]2[CH:32]=[CH:31][C:17]([C:18]([NH:20][C:21]3[CH:26]=[C:25]([C:27]([F:30])([F:29])[F:28])[CH:24]=[CH:23][N:22]=3)=[O:19])=[CH:16][CH:15]=2)[N:5]=1)[CH3:3].[C:33](O)(=[O:37])[C:34]#[C:35][CH3:36]. No catalyst specified. The product is [C:33]([NH:1][C@H:2]([C:4]1[N:8]2[CH:9]=[CH:10][N:11]=[C:12]([CH3:13])[C:7]2=[C:6]([C:14]2[CH:15]=[CH:16][C:17]([C:18]([NH:20][C:21]3[CH:26]=[C:25]([C:27]([F:29])([F:30])[F:28])[CH:24]=[CH:23][N:22]=3)=[O:19])=[CH:31][CH:32]=2)[N:5]=1)[CH3:3])(=[O:37])[C:34]#[C:35][CH3:36]. The yield is 0.209. (8) The reactants are [CH3:1][O:2][C:3]1[CH:16]=[CH:15][C:6]([C:7]([CH2:9][CH:10]([C:13]#[N:14])[C:11]#[N:12])=[O:8])=[CH:5][CH:4]=1.Cl.O. The catalyst is C(O)(=O)C. The product is [NH2:12][C:11]1[O:8][C:7]([C:6]2[CH:5]=[CH:4][C:3]([O:2][CH3:1])=[CH:16][CH:15]=2)=[CH:9][C:10]=1[C:13]#[N:14]. The yield is 0.560.